Dataset: Forward reaction prediction with 1.9M reactions from USPTO patents (1976-2016). Task: Predict the product of the given reaction. Given the reactants [C:1]([C:4]1[NH:8][N:7]=[C:6]2[CH2:9][N:10]([C@H:12]3[CH2:17][S:16][CH:15]([C:18]4[CH:23]=[C:22]([F:24])[CH:21]=[CH:20][C:19]=4[F:25])[C@@H:14]([NH:26][C:27](=[O:33])[O:28][C:29]([CH3:32])([CH3:31])[CH3:30])[CH2:13]3)[CH2:11][C:5]=12)(=O)[NH2:2].P(Cl)(Cl)(Cl)=O, predict the reaction product. The product is: [C:1]([C:4]1[NH:8][N:7]=[C:6]2[CH2:9][N:10]([C@H:12]3[CH2:17][S:16][CH:15]([C:18]4[CH:23]=[C:22]([F:24])[CH:21]=[CH:20][C:19]=4[F:25])[C@@H:14]([NH:26][C:27](=[O:33])[O:28][C:29]([CH3:31])([CH3:30])[CH3:32])[CH2:13]3)[CH2:11][C:5]=12)#[N:2].